The task is: Predict the reactants needed to synthesize the given product.. This data is from Full USPTO retrosynthesis dataset with 1.9M reactions from patents (1976-2016). (1) Given the product [F:26][C:22]1[CH:21]=[C:20]([C:11]2[S:10][C:9]([N:5]3[CH2:6][CH2:7][CH:2]([OH:1])[CH2:3][CH2:4]3)=[N:13][C:12]=2[C:14]2[CH:19]=[CH:18][N:17]=[CH:16][CH:15]=2)[CH:25]=[CH:24][N:23]=1, predict the reactants needed to synthesize it. The reactants are: [OH:1][CH:2]1[CH2:7][CH2:6][NH:5][CH2:4][CH2:3]1.Cl[C:9]1[S:10][C:11]([C:20]2[CH:25]=[CH:24][N:23]=[C:22]([F:26])[CH:21]=2)=[C:12]([C:14]2[CH:19]=[CH:18][N:17]=[CH:16][CH:15]=2)[N:13]=1.C(=O)(O)[O-].[Na+]. (2) Given the product [CH3:1][N:2]1[CH2:7][CH2:6][CH2:5][CH2:4][CH:3]1[CH2:8][CH2:9][N:10]1[C:18]2[C:13](=[CH:14][C:15]([NH:19][C:26]([C:22]3[S:21][CH:25]=[CH:24][CH:23]=3)=[NH:27])=[CH:16][CH:17]=2)[CH:12]=[CH:11]1, predict the reactants needed to synthesize it. The reactants are: [CH3:1][N:2]1[CH2:7][CH2:6][CH2:5][CH2:4][CH:3]1[CH2:8][CH2:9][N:10]1[C:18]2[C:13](=[CH:14][C:15]([NH2:19])=[CH:16][CH:17]=2)[CH:12]=[CH:11]1.I.[S:21]1[CH:25]=[CH:24][CH:23]=[C:22]1[C:26](SC)=[NH:27]. (3) The reactants are: [Cl:1][C:2]1[CH:3]=[N:4][C:5]2[N:6]([N:8]=[C:9]([C:11]([OH:13])=O)[CH:10]=2)[CH:7]=1.[CH3:14][N:15]1[C:24]2[C:19](=[CH:20][CH:21]=[C:22]([CH3:25])[CH:23]=2)[CH2:18][CH2:17][NH:16]1. Given the product [Cl:1][C:2]1[CH:3]=[N:4][C:5]2[N:6]([N:8]=[C:9]([C:11]([N:16]3[CH2:17][CH2:18][C:19]4[C:24](=[CH:23][C:22]([CH3:25])=[CH:21][CH:20]=4)[N:15]3[CH3:14])=[O:13])[CH:10]=2)[CH:7]=1, predict the reactants needed to synthesize it. (4) The reactants are: Br[C:2]1[CH:7]=[CH:6][C:5]([C:8]2[CH:9]=[N:10][N:11]([CH2:13][C:14]([CH3:17])([OH:16])[CH3:15])[CH:12]=2)=[CH:4][CH:3]=1.[B:18]1([B:18]2[O:22][C:21]([CH3:24])([CH3:23])[C:20]([CH3:26])([CH3:25])[O:19]2)[O:22][C:21]([CH3:24])([CH3:23])[C:20]([CH3:26])([CH3:25])[O:19]1.C([O-])(=O)C.[K+].C(Cl)Cl. Given the product [CH3:15][C:14]([OH:16])([CH3:17])[CH2:13][N:11]1[CH:12]=[C:8]([C:5]2[CH:6]=[CH:7][C:2]([B:18]3[O:22][C:21]([CH3:24])([CH3:23])[C:20]([CH3:26])([CH3:25])[O:19]3)=[CH:3][CH:4]=2)[CH:9]=[N:10]1, predict the reactants needed to synthesize it.